From a dataset of Catalyst prediction with 721,799 reactions and 888 catalyst types from USPTO. Predict which catalyst facilitates the given reaction. (1) Reactant: [CH:1]1([C@@H:7]([NH:9][C:10]2[S:11][C:12]3[CH:18]=[C:17]([O:19]C)[CH:16]=[CH:15][C:13]=3[N:14]=2)[CH3:8])[CH2:6][CH2:5][CH2:4][CH2:3][CH2:2]1.B(Br)(Br)Br. Product: [CH:1]1([C@@H:7]([NH:9][C:10]2[S:11][C:12]3[CH:18]=[C:17]([OH:19])[CH:16]=[CH:15][C:13]=3[N:14]=2)[CH3:8])[CH2:6][CH2:5][CH2:4][CH2:3][CH2:2]1. The catalyst class is: 2. (2) Product: [CH2:33]([S:35][CH2:36][CH2:37][O:1][C:2]1[CH:3]=[C:4]([CH3:32])[C:5]([C:9]2[CH:14]=[CH:13][CH:12]=[C:11]([CH2:15][O:16][C:17]3[CH:22]=[CH:21][C:20]([CH2:23][CH2:24][C:25]([O:27][C:28]([CH3:29])([CH3:31])[CH3:30])=[O:26])=[CH:19][CH:18]=3)[CH:10]=2)=[C:6]([CH3:8])[CH:7]=1)[CH3:34]. The catalyst class is: 305. Reactant: [OH:1][C:2]1[CH:7]=[C:6]([CH3:8])[C:5]([C:9]2[CH:14]=[CH:13][CH:12]=[C:11]([CH2:15][O:16][C:17]3[CH:22]=[CH:21][C:20]([CH2:23][CH2:24][C:25]([O:27][C:28]([CH3:31])([CH3:30])[CH3:29])=[O:26])=[CH:19][CH:18]=3)[CH:10]=2)=[C:4]([CH3:32])[CH:3]=1.[CH2:33]([S:35][CH2:36][CH2:37]O)[CH3:34].C(P(CCCC)CCCC)CCC.N(C(N1CCCCC1)=O)=NC(N1CCCCC1)=O. (3) The catalyst class is: 336. Product: [NH2:28][C:27]([NH:1][C:2]1[CH:7]=[CH:6][C:5]([CH2:8][CH2:9][C:10]2[N:11]=[C:12]([NH:15][C:16]([O:17][CH2:18][C:19]3[CH:20]=[CH:21][CH:22]=[CH:23][CH:24]=3)=[O:25])[S:13][CH:14]=2)=[CH:4][CH:3]=1)=[NH:26]. Reactant: [NH2:1][C:2]1[CH:7]=[CH:6][C:5]([CH2:8][CH2:9][C:10]2[N:11]=[C:12]([NH:15][C:16](=[O:25])[O:17][CH2:18][C:19]3[CH:24]=[CH:23][CH:22]=[CH:21][CH:20]=3)[S:13][CH:14]=2)=[CH:4][CH:3]=1.[N:26]#[C:27][NH2:28].Cl. (4) Reactant: [C:1]([O:5][C:6]1[CH:7]=[C:8]([CH:25]=[CH:26][CH:27]=1)[CH2:9][CH:10]([CH:16]([C:18]1[CH:23]=[CH:22][C:21]([F:24])=[CH:20][CH:19]=1)[OH:17])[C:11]([O:13]CC)=[O:12])([CH3:4])([CH3:3])[CH3:2].[OH-].[Na+].S([O-])(O)(=O)=O.[K+]. Product: [C:1]([O:5][C:6]1[CH:7]=[C:8]([CH:25]=[CH:26][CH:27]=1)[CH2:9][CH:10]([CH:16]([C:18]1[CH:19]=[CH:20][C:21]([F:24])=[CH:22][CH:23]=1)[OH:17])[C:11]([OH:13])=[O:12])([CH3:4])([CH3:2])[CH3:3]. The catalyst class is: 5. (5) Reactant: ClCC1C=CC(C(Cl)=O)=CC=1.[CH3:12][O:13][C:14]1[CH:15]=[C:16]2[C:21](=[CH:22][C:23]=1[O:24][CH3:25])[N:20]=[CH:19][CH:18]=[C:17]2[O:26][C:27]1[CH:33]=[CH:32][C:30]([NH2:31])=[CH:29][C:28]=1[F:34].[Cl:35][CH2:36][C:37]1[CH:42]=[CH:41][C:40]([C:43]([N:45]=[C:46]=[S:47])=[O:44])=[CH:39][CH:38]=1. Product: [Cl:35][CH2:36][C:37]1[CH:38]=[CH:39][C:40]([C:43]([N:45]=[C:46]=[S:47])=[O:44])=[CH:41][CH:42]=1.[Cl:35][CH2:36][C:37]1[CH:38]=[CH:39][C:40]([C:43]([NH:45][C:46]([NH:31][C:30]2[CH:32]=[CH:33][C:27]([O:26][C:17]3[C:16]4[C:21](=[CH:22][C:23]([O:24][CH3:25])=[C:14]([O:13][CH3:12])[CH:15]=4)[N:20]=[CH:19][CH:18]=3)=[C:28]([F:34])[CH:29]=2)=[S:47])=[O:44])=[CH:41][CH:42]=1. The catalyst class is: 234. (6) Reactant: [C:1]([O:5][C:6](=[O:28])[NH:7][C:8]1[CH:13]=[C:12]([O:14][CH3:15])[C:11]([N:16]2[CH:20]=[CH:19][CH:18]=[C:17]2[C:21]([CH3:24])([CH3:23])[CH3:22])=[CH:10][C:9]=1[N+:25]([O-])=O)([CH3:4])([CH3:3])[CH3:2]. Product: [C:1]([O:5][C:6](=[O:28])[NH:7][C:8]1[CH:13]=[C:12]([O:14][CH3:15])[C:11]([N:16]2[CH:20]=[CH:19][CH:18]=[C:17]2[C:21]([CH3:24])([CH3:23])[CH3:22])=[CH:10][C:9]=1[NH2:25])([CH3:4])([CH3:2])[CH3:3]. The catalyst class is: 45. (7) Reactant: [CH2:1]1[C:5]2([CH2:10][CH2:9][N:8]([C:11]([O:13][C:14]([CH3:17])([CH3:16])[CH3:15])=[O:12])[CH2:7][CH2:6]2)[CH2:4][CH2:3][CH2:2]1.CN(C)CCN(C)C.CCCCCC.CN(C)[CH:34]=[O:35].[NH4+].[Cl-]. Product: [CH:34]([CH:7]1[N:8]([C:11]([O:13][C:14]([CH3:17])([CH3:16])[CH3:15])=[O:12])[CH2:9][CH2:10][C:5]2([CH2:1][CH2:2][CH2:3][CH2:4]2)[CH2:6]1)=[O:35]. The catalyst class is: 28. (8) Reactant: [NH2:1][C:2]1[CH:7]=[CH:6][C:5]([C:8]2[C:16]3[C:11](=[CH:12][C:13]([F:17])=[CH:14][CH:15]=3)[N:10]([S:18]([C:21]3[CH:26]=[CH:25][CH:24]=[CH:23][CH:22]=3)(=[O:20])=[O:19])[CH:9]=2)=[CH:4][C:3]=1[NH:27][C:28](=O)[CH2:29][N:30]([CH3:38])[C:31](=[O:37])[O:32][C:33]([CH3:36])([CH3:35])[CH3:34].NC1C=C(C2C3C(=CC(F)=CC=3)N(S(C3C=CC=CC=3)(=O)=O)C=2)C=CC=1NC(=O)CN(C)C(=O)OC(C)(C)C.C([O-])([O-])=O.[Na+].[Na+]. Product: [C:33]([O:32][C:31](=[O:37])[N:30]([CH2:29][C:28]1[NH:1][C:2]2[CH:7]=[CH:6][C:5]([C:8]3[C:16]4[C:11](=[CH:12][C:13]([F:17])=[CH:14][CH:15]=4)[N:10]([S:18]([C:21]4[CH:22]=[CH:23][CH:24]=[CH:25][CH:26]=4)(=[O:19])=[O:20])[CH:9]=3)=[CH:4][C:3]=2[N:27]=1)[CH3:38])([CH3:36])([CH3:34])[CH3:35]. The catalyst class is: 52.